This data is from Full USPTO retrosynthesis dataset with 1.9M reactions from patents (1976-2016). The task is: Predict the reactants needed to synthesize the given product. (1) Given the product [F:28][C:3]([F:27])([F:2])[C:4]1[CH:26]=[CH:25][CH:24]=[CH:23][C:5]=1[CH:6]([O:18][CH:19]1[CH2:22][N:21]([C:34]([NH:33][C:29]([CH3:32])([CH3:31])[CH3:30])=[O:35])[CH2:20]1)[C:7]1[CH:12]=[CH:11][C:10]([O:13][C:14]([F:17])([F:16])[F:15])=[CH:9][CH:8]=1, predict the reactants needed to synthesize it. The reactants are: Cl.[F:2][C:3]([F:28])([F:27])[C:4]1[CH:26]=[CH:25][CH:24]=[CH:23][C:5]=1[CH:6]([O:18][CH:19]1[CH2:22][NH:21][CH2:20]1)[C:7]1[CH:12]=[CH:11][C:10]([O:13][C:14]([F:17])([F:16])[F:15])=[CH:9][CH:8]=1.[C:29]([N:33]=[C:34]=[O:35])([CH3:32])([CH3:31])[CH3:30].C(=O)([O-])[O-]. (2) Given the product [Cl:22][C:19]1[CH:20]=[CH:21][C:16]([CH:12]2[CH2:13][CH2:14][CH2:15][N:10]([C:8]([C:6]3[CH:7]=[C:2]([N:28]([CH3:29])[CH3:27])[N:3]=[N:4][CH:5]=3)=[O:9])[CH2:11]2)=[C:17]([C:23]([F:26])([F:25])[F:24])[CH:18]=1, predict the reactants needed to synthesize it. The reactants are: Cl[C:2]1[N:3]=[N:4][CH:5]=[C:6]([C:8]([N:10]2[CH2:15][CH2:14][CH2:13][CH:12]([C:16]3[CH:21]=[CH:20][C:19]([Cl:22])=[CH:18][C:17]=3[C:23]([F:26])([F:25])[F:24])[CH2:11]2)=[O:9])[CH:7]=1.[CH3:27][NH:28][CH3:29]. (3) Given the product [C:1]([C:5]1[CH:10]=[CH:9][C:8]([N:11]2[C:15](=[O:16])[C:14]([CH3:18])([CH3:17])[N:13]([CH2:19][C:20]3[CH:25]=[CH:24][N:23]=[C:22]([NH:28][C:27]([NH:34][CH:31]4[CH2:33][CH2:32]4)=[O:26])[CH:21]=3)[C:12]2=[O:30])=[CH:7][CH:6]=1)([CH3:4])([CH3:3])[CH3:2], predict the reactants needed to synthesize it. The reactants are: [C:1]([C:5]1[CH:10]=[CH:9][C:8]([N:11]2[C:15](=[O:16])[C:14]([CH3:18])([CH3:17])[N:13]([CH2:19][C:20]3[CH:25]=[CH:24][N:23]4[O:26][C:27](=S)[N:28]=[C:22]4[CH:21]=3)[C:12]2=[O:30])=[CH:7][CH:6]=1)([CH3:4])([CH3:3])[CH3:2].[CH:31]1([NH2:34])[CH2:33][CH2:32]1. (4) Given the product [CH:2]([C:6]1[CH:7]=[CH:8][C:9]([C:12]2[C:21]([C:22]3[CH:27]=[CH:26][CH:25]=[CH:24][CH:23]=3)=[C:20]([C:28]#[N:29])[C:19]3[C:14](=[CH:15][CH:16]=[N:17][C:18]=3[O:30][CH3:31])[N:13]=2)=[CH:10][CH:11]=1)=[O:1], predict the reactants needed to synthesize it. The reactants are: [O:1]1CCO[CH:2]1[C:6]1[CH:11]=[CH:10][C:9]([C:12]2[C:21]([C:22]3[CH:27]=[CH:26][CH:25]=[CH:24][CH:23]=3)=[C:20]([C:28]#[N:29])[C:19]3[C:14](=[CH:15][CH:16]=[N:17][C:18]=3[O:30][CH3:31])[N:13]=2)=[CH:8][CH:7]=1.CC(O)=O.Cl. (5) Given the product [Cl:1][C:2]1[C:7]([C:23]#[C:22][C:16]2[CH:21]=[CH:20][CH:19]=[CH:18][CH:17]=2)=[CH:6][N:5]=[CH:4][N:3]=1, predict the reactants needed to synthesize it. The reactants are: [Cl:1][C:2]1[C:7](I)=[CH:6][N:5]=[CH:4][N:3]=1.C(N(CC)CC)C.[C:16]1([C:22]#[CH:23])[CH:21]=[CH:20][CH:19]=[CH:18][CH:17]=1.C1(P(C2C=CC=CC=2)C2C=CC=CC=2)C=CC=CC=1. (6) Given the product [CH:27]1([N:25]([CH3:26])[C:23](=[O:24])[C:22]2[CH:31]=[C:18]([O:17][C:16]3[C:15]([CH3:36])=[CH:14][C:13]([NH:12][C:10](=[O:11])[CH2:9][OH:8])=[CH:34][C:33]=3[CH3:35])[CH:19]=[CH:20][C:21]=2[OH:32])[CH2:30][CH2:29][CH2:28]1, predict the reactants needed to synthesize it. The reactants are: C([O:8][CH2:9][C:10]([NH:12][C:13]1[CH:34]=[C:33]([CH3:35])[C:16]([O:17][C:18]2[CH:19]=[CH:20][C:21]([OH:32])=[C:22]([CH:31]=2)[C:23]([N:25]([CH:27]2[CH2:30][CH2:29][CH2:28]2)[CH3:26])=[O:24])=[C:15]([CH3:36])[CH:14]=1)=[O:11])C1C=CC=CC=1. (7) Given the product [CH3:17][O:18][C:19](=[O:32])[CH2:20][N:21]1[C:29]2[C:24](=[CH:25][C:26]([Cl:30])=[CH:27][CH:28]=2)[C:23]([CH2:15][C:11]2[S:12][CH:13]=[CH:14][C:10]=2[S:7]([C:2]2[CH:3]=[CH:4][CH:5]=[CH:6][N:1]=2)(=[O:8])=[O:9])=[C:22]1[CH3:31], predict the reactants needed to synthesize it. The reactants are: [N:1]1[CH:6]=[CH:5][CH:4]=[CH:3][C:2]=1[S:7]([C:10]1[CH:14]=[CH:13][S:12][C:11]=1[CH:15]=O)(=[O:9])=[O:8].[CH3:17][O:18][C:19](=[O:32])[CH2:20][N:21]1[C:29]2[C:24](=[CH:25][C:26]([Cl:30])=[CH:27][CH:28]=2)[CH:23]=[C:22]1[CH3:31].